This data is from Catalyst prediction with 721,799 reactions and 888 catalyst types from USPTO. The task is: Predict which catalyst facilitates the given reaction. (1) Reactant: [Cl:1][C:2]1[CH:3]=[C:4]([C:10]2([C:13]([NH:15][C:16]3[N:21]=[C:20]([C:22]4[CH:23]=[N:24][C:25]([O:29]C)=[C:26]([CH3:28])[CH:27]=4)[C:19]([CH3:31])=[CH:18][CH:17]=3)=[O:14])[CH2:12][CH2:11]2)[CH:5]=[CH:6][C:7]=1[O:8][CH3:9].[Si](I)(C)(C)C. Product: [Cl:1][C:2]1[CH:3]=[C:4]([C:10]2([C:13]([NH:15][C:16]3[CH:17]=[CH:18][C:19]([CH3:31])=[C:20]([C:22]4[CH:27]=[C:26]([CH3:28])[C:25](=[O:29])[NH:24][CH:23]=4)[N:21]=3)=[O:14])[CH2:12][CH2:11]2)[CH:5]=[CH:6][C:7]=1[O:8][CH3:9]. The catalyst class is: 245. (2) Reactant: [CH2:1]([N:3]1[CH:7]=[C:6]([NH:8][CH2:9][CH2:10][C:11]2[CH:12]=[N:13][C:14]([C:17]([F:20])([F:19])[F:18])=[CH:15][CH:16]=2)[C:5]([CH3:21])=[N:4]1)[CH3:2].[C:22]([C:30](O)=[O:31])(=[O:29])[C:23]1[CH:28]=[CH:27][CH:26]=[CH:25][CH:24]=1.C(Cl)CCl. Product: [CH2:1]([N:3]1[CH:7]=[C:6]([N:8]([CH2:9][CH2:10][C:11]2[CH:12]=[N:13][C:14]([C:17]([F:20])([F:18])[F:19])=[CH:15][CH:16]=2)[C:30](=[O:31])[C:22](=[O:29])[C:23]2[CH:28]=[CH:27][CH:26]=[CH:25][CH:24]=2)[C:5]([CH3:21])=[N:4]1)[CH3:2]. The catalyst class is: 2. (3) Reactant: [CH2:1]([O:8][C:9]1[CH:14]=[CH:13][C:12](Br)=[CH:11][N:10]=1)[C:2]1[CH:7]=[CH:6][CH:5]=[CH:4][CH:3]=1.C([Li])CCC.CN(C)[CH:23]=[O:24].O. Product: [CH2:1]([O:8][C:9]1[N:10]=[CH:11][C:12]([CH:23]=[O:24])=[CH:13][CH:14]=1)[C:2]1[CH:7]=[CH:6][CH:5]=[CH:4][CH:3]=1. The catalyst class is: 757. (4) Product: [Cl:11][C:12]1[CH:17]=[CH:16][C:15]([NH:18][C:19]([NH:5][C:4]2[CH:7]=[CH:10][C:25]([Cl:27])=[C:2]([C:21]([F:24])([F:23])[F:22])[CH:3]=2)=[O:20])=[CH:14][C:13]=1[C:21]([F:22])([F:23])[F:24]. The catalyst class is: 11. Reactant: N[C:2]1O[N:5]=[C:4]([C:7]([CH3:10])(C)C)[CH:3]=1.[Cl:11][C:12]1[CH:17]=[CH:16][C:15]([N:18]=[C:19]=[O:20])=[CH:14][C:13]=1[C:21]([F:24])([F:23])[F:22].[CH2:25]([Cl:27])Cl. (5) Reactant: [F:1][C:2]1[CH:3]=[CH:4][CH:5]=[C:6]2[C:10]=1[N:9]1[CH2:11][C:12](=[O:15])[CH2:13][CH2:14][C:8]1=[C:7]2[CH2:16][C:17]([O:19][CH2:20][CH3:21])=[O:18]. Product: [CH2:20]([O:19][C:17](=[O:18])[CH2:16][C:7]1[C:6]2[C:10](=[C:2]([F:1])[CH:3]=[CH:4][CH:5]=2)[N:9]2[CH2:11][C@@H:12]([OH:15])[CH2:13][CH2:14][C:8]=12)[CH3:21]. The catalyst class is: 41. (6) Reactant: C([O:3][C:4]([C:6]1([C:9]2[CH:14]=[CH:13][C:12]([C:15]3[CH:20]=[CH:19][C:18]([C:21]4[S:22][C:23]([F:39])=[CH:24][C:25]=4[NH:26][C:27]([O:29][C@@H:30]([C:32]4[CH:37]=[CH:36][CH:35]=[CH:34][C:33]=4[F:38])[CH3:31])=[O:28])=[CH:17][C:16]=3[O:40][CH3:41])=[CH:11][CH:10]=2)[CH2:8][CH2:7]1)=[O:5])C.[OH-].[Na+].Cl. Product: [F:39][C:23]1[S:22][C:21]([C:18]2[CH:19]=[CH:20][C:15]([C:12]3[CH:13]=[CH:14][C:9]([C:6]4([C:4]([OH:5])=[O:3])[CH2:7][CH2:8]4)=[CH:10][CH:11]=3)=[C:16]([O:40][CH3:41])[CH:17]=2)=[C:25]([NH:26][C:27]([O:29][C@@H:30]([C:32]2[CH:37]=[CH:36][CH:35]=[CH:34][C:33]=2[F:38])[CH3:31])=[O:28])[CH:24]=1. The catalyst class is: 32. (7) Reactant: [Cl:1][C:2]1[CH:3]=[C:4]([C:9]2([C:14]([O:16][CH3:17])=[O:15])[CH2:11][CH:10]2[CH:12]=O)[CH:5]=[CH:6][C:7]=1[Cl:8].[CH3:18][NH2:19].[BH4-].[Na+]. Product: [Cl:1][C:2]1[CH:3]=[C:4]([C:9]2([C:14]([O:16][CH3:17])=[O:15])[CH2:11][CH:10]2[CH2:12][NH:19][CH3:18])[CH:5]=[CH:6][C:7]=1[Cl:8]. The catalyst class is: 5.